This data is from Full USPTO retrosynthesis dataset with 1.9M reactions from patents (1976-2016). The task is: Predict the reactants needed to synthesize the given product. (1) Given the product [CH2:1]([N:5]([CH3:19])[CH2:6][CH2:7][N:8]([CH3:18])[C:9]1[CH:14]=[CH:13][C:12]([NH2:15])=[CH:11][CH:10]=1)[CH2:2][CH2:3][CH3:4], predict the reactants needed to synthesize it. The reactants are: [CH2:1]([N:5]([CH3:19])[CH2:6][CH2:7][N:8]([CH3:18])[C:9]1[CH:14]=[CH:13][C:12]([N+:15]([O-])=O)=[CH:11][CH:10]=1)[CH2:2][CH2:3][CH3:4].C(O)(C(F)(F)F)=O. (2) Given the product [CH3:19][O:20][C:21]1[CH:28]=[CH:27][C:24]([CH2:25][N:1]2[CH2:5][CH2:4][CH2:3][C:2]2=[O:6])=[CH:23][CH:22]=1, predict the reactants needed to synthesize it. The reactants are: [NH:1]1[CH2:5][CH2:4][CH2:3][C:2]1=[O:6].O1CCCC1.CN(C)C=O.[H-].[Na+].[CH3:19][O:20][C:21]1[CH:28]=[CH:27][C:24]([CH2:25]Cl)=[CH:23][CH:22]=1. (3) Given the product [Si:1]([O:8][C@@H:9]1[CH2:14][CH2:13][CH2:12][N:11]([C:15]2[CH:20]=[CH:19][N:18]=[CH:17][C:16]=2[NH2:21])[CH2:10]1)([C:4]([CH3:7])([CH3:5])[CH3:6])([CH3:3])[CH3:2], predict the reactants needed to synthesize it. The reactants are: [Si:1]([O:8][C@@H:9]1[CH2:14][CH2:13][CH2:12][N:11]([C:15]2[CH:20]=[CH:19][N:18]=[CH:17][C:16]=2[N+:21]([O-])=O)[CH2:10]1)([C:4]([CH3:7])([CH3:6])[CH3:5])([CH3:3])[CH3:2].